Predict the reaction yield, written as a fraction of the theoretical maximum amount of product (1.0 means a 100% yield; for example, 0.34 means a 34% yield). From a dataset of Reaction yield outcomes from USPTO patents with 853,638 reactions. The reactants are [NH2:1][C:2]1[CH:20]=[CH:19][C:5]([O:6][C:7]2[C:8]3[N:15]([CH3:16])[C:14]([C:17]#[N:18])=[CH:13][C:9]=3[N:10]=[CH:11][N:12]=2)=[CH:4][C:3]=1[Cl:21].C(N(CC)CC)C.[F:29][C:30]([F:41])([F:40])[C:31]1[CH:32]=[C:33]([N:37]=[C:38]=[O:39])[CH:34]=[CH:35][CH:36]=1. The catalyst is O1CCCC1. The product is [Cl:21][C:3]1[CH:4]=[C:5]([O:6][C:7]2[C:8]3[N:15]([CH3:16])[C:14]([C:17]#[N:18])=[CH:13][C:9]=3[N:10]=[CH:11][N:12]=2)[CH:19]=[CH:20][C:2]=1[NH:1][C:38]([NH:37][C:33]1[CH:34]=[CH:35][CH:36]=[C:31]([C:30]([F:29])([F:40])[F:41])[CH:32]=1)=[O:39]. The yield is 0.380.